From a dataset of NCI-60 drug combinations with 297,098 pairs across 59 cell lines. Regression. Given two drug SMILES strings and cell line genomic features, predict the synergy score measuring deviation from expected non-interaction effect. (1) Drug 1: C1=CC(=CC=C1CC(C(=O)O)N)N(CCCl)CCCl.Cl. Drug 2: CC1=C(N=C(N=C1N)C(CC(=O)N)NCC(C(=O)N)N)C(=O)NC(C(C2=CN=CN2)OC3C(C(C(C(O3)CO)O)O)OC4C(C(C(C(O4)CO)O)OC(=O)N)O)C(=O)NC(C)C(C(C)C(=O)NC(C(C)O)C(=O)NCCC5=NC(=CS5)C6=NC(=CS6)C(=O)NCCC[S+](C)C)O. Cell line: HCC-2998. Synergy scores: CSS=3.25, Synergy_ZIP=-0.347, Synergy_Bliss=0.540, Synergy_Loewe=-3.64, Synergy_HSA=-3.70. (2) Drug 1: CCC(=C(C1=CC=CC=C1)C2=CC=C(C=C2)OCCN(C)C)C3=CC=CC=C3.C(C(=O)O)C(CC(=O)O)(C(=O)O)O. Drug 2: CC1=C(C=C(C=C1)NC(=O)C2=CC=C(C=C2)CN3CCN(CC3)C)NC4=NC=CC(=N4)C5=CN=CC=C5. Cell line: A549. Synergy scores: CSS=-0.984, Synergy_ZIP=3.69, Synergy_Bliss=7.00, Synergy_Loewe=1.79, Synergy_HSA=2.20. (3) Drug 1: C1=CC=C(C=C1)NC(=O)CCCCCCC(=O)NO. Drug 2: C1CCC(C(C1)N)N.C(=O)(C(=O)[O-])[O-].[Pt+4]. Cell line: HCT-15. Synergy scores: CSS=41.4, Synergy_ZIP=-2.86, Synergy_Bliss=-4.19, Synergy_Loewe=-16.3, Synergy_HSA=-3.51. (4) Drug 1: CN(C)C1=NC(=NC(=N1)N(C)C)N(C)C. Drug 2: CN1C(=O)N2C=NC(=C2N=N1)C(=O)N. Cell line: UACC-257. Synergy scores: CSS=-12.0, Synergy_ZIP=4.44, Synergy_Bliss=-0.701, Synergy_Loewe=-7.56, Synergy_HSA=-6.82. (5) Drug 1: C1=CN(C(=O)N=C1N)C2C(C(C(O2)CO)O)O.Cl. Drug 2: CCCCC(=O)OCC(=O)C1(CC(C2=C(C1)C(=C3C(=C2O)C(=O)C4=C(C3=O)C=CC=C4OC)O)OC5CC(C(C(O5)C)O)NC(=O)C(F)(F)F)O. Cell line: SK-MEL-5. Synergy scores: CSS=60.9, Synergy_ZIP=-5.86, Synergy_Bliss=-6.40, Synergy_Loewe=-7.69, Synergy_HSA=-3.94. (6) Cell line: SNB-75. Drug 2: C(CN)CNCCSP(=O)(O)O. Synergy scores: CSS=0.245, Synergy_ZIP=-1.22, Synergy_Bliss=-4.10, Synergy_Loewe=-3.13, Synergy_HSA=-2.76. Drug 1: CC1=C(C=C(C=C1)NC2=NC=CC(=N2)N(C)C3=CC4=NN(C(=C4C=C3)C)C)S(=O)(=O)N.Cl.